Dataset: NCI-60 drug combinations with 297,098 pairs across 59 cell lines. Task: Regression. Given two drug SMILES strings and cell line genomic features, predict the synergy score measuring deviation from expected non-interaction effect. Drug 1: CC(C1=C(C=CC(=C1Cl)F)Cl)OC2=C(N=CC(=C2)C3=CN(N=C3)C4CCNCC4)N. Drug 2: CC1C(C(CC(O1)OC2CC(CC3=C2C(=C4C(=C3O)C(=O)C5=CC=CC=C5C4=O)O)(C(=O)C)O)N)O. Cell line: M14. Synergy scores: CSS=40.0, Synergy_ZIP=2.79, Synergy_Bliss=3.00, Synergy_Loewe=-33.3, Synergy_HSA=0.560.